Dataset: Full USPTO retrosynthesis dataset with 1.9M reactions from patents (1976-2016). Task: Predict the reactants needed to synthesize the given product. (1) Given the product [Br:18][C:5]1[CH:6]=[C:7]([CH:9]=[O:10])[NH:8][C:4]=1[CH2:1][CH2:2][CH3:3], predict the reactants needed to synthesize it. The reactants are: [CH2:1]([C:4]1[NH:8][C:7]([CH:9]=[O:10])=[CH:6][CH:5]=1)[CH2:2][CH3:3].C1C(=O)N([Br:18])C(=O)C1. (2) Given the product [Br:17][C:18]1[C:19]([CH:20]=[O:21])=[C:22]([N:11]2[CH2:10][CH2:9][C:8]3[C:13](=[CH:14][CH:15]=[C:6]([C:2]([CH3:1])([CH3:5])[C:3]#[N:4])[CH:7]=3)[C:12]2=[O:16])[CH:23]=[CH:24][CH:25]=1, predict the reactants needed to synthesize it. The reactants are: [CH3:1][C:2]([C:6]1[CH:7]=[C:8]2[C:13](=[CH:14][CH:15]=1)[C:12](=[O:16])[NH:11][CH2:10][CH2:9]2)([CH3:5])[C:3]#[N:4].[Br:17][C:18]1[CH:25]=[CH:24][CH:23]=[C:22](Br)[C:19]=1[CH:20]=[O:21].C(=O)([O-])[O-].[Cs+].[Cs+]. (3) The reactants are: [Br:1][C:2]1[C:7]2[C:8](=[O:21])[N:9](C(C)(C3C=CC=CC=3)C)[CH:10](O)[C:6]=2[CH:5]=[CH:4][N:3]=1.FC(F)(F)C(O)=O.C([SiH](CC)CC)C. Given the product [Br:1][C:2]1[C:7]2[C:8](=[O:21])[NH:9][CH2:10][C:6]=2[CH:5]=[CH:4][N:3]=1, predict the reactants needed to synthesize it. (4) Given the product [C:2]([C:7]1[O:11][C:10]([CH2:12][N:13]2[CH:17]=[C:16]([NH:18][C:33]([C:28]3[N:29]=[C:30]([CH3:32])[O:31][C:27]=3[C:23]3[CH:24]=[CH:25][CH:26]=[C:21]([O:20][CH3:19])[CH:22]=3)=[O:34])[CH:15]=[N:14]2)=[CH:9][CH:8]=1)(=[O:6])[CH3:1], predict the reactants needed to synthesize it. The reactants are: [CH3:1][C:2]1([C:7]2[O:11][C:10]([CH2:12][N:13]3[CH:17]=[C:16]([NH2:18])[CH:15]=[N:14]3)=[CH:9][CH:8]=2)[O:6]CCO1.[CH3:19][O:20][C:21]1[CH:22]=[C:23]([C:27]2[O:31][C:30]([CH3:32])=[N:29][C:28]=2[C:33](O)=[O:34])[CH:24]=[CH:25][CH:26]=1. (5) Given the product [OH:1][C:2]1[CH:12]=[CH:11][CH:10]=[C:4]([C:5](=[O:6])[C:22]2[S:21][CH:25]=[CH:24][CH:23]=2)[C:3]=1[C:8]([OH:7])=[O:9], predict the reactants needed to synthesize it. The reactants are: [OH:1][C:2]1[CH:12]=[CH:11][CH:10]=[C:4]2[C:5]([O:7][C:8](=[O:9])[C:3]=12)=[O:6].CN(C)CCN(C)C.[S:21]1[CH:25]=[CH:24][CH:23]=[CH:22]1. (6) Given the product [Cl:5][C:6]1[CH:14]=[CH:13][C:9]([C:10]([O:12][CH3:16])=[O:11])=[CH:8][C:7]=1[OH:15], predict the reactants needed to synthesize it. The reactants are: S(Cl)(Cl)=O.[Cl:5][C:6]1[CH:14]=[CH:13][C:9]([C:10]([OH:12])=[O:11])=[CH:8][C:7]=1[OH:15].[CH3:16]O. (7) Given the product [CH2:24]([NH:23][C:21]1[NH:20][C:18]([NH:17][CH2:16][C:15]2[CH:14]=[CH:13][C:12]([CH3:11])=[CH:33][CH:32]=2)=[N:19][C:5]([CH3:6])([CH3:4])[N:22]=1)[CH2:25][CH2:26][CH2:27][CH2:28][CH2:29][CH2:30][CH3:31], predict the reactants needed to synthesize it. The reactants are: CO.N1CC[CH2:6][CH2:5][CH2:4]1.Cl.Cl.[CH3:11][C:12]1[CH:33]=[CH:32][C:15]([CH2:16][NH:17][C:18]([NH:20][C:21]([NH:23][CH2:24][CH2:25][CH2:26][CH2:27][CH2:28][CH2:29][CH2:30][CH3:31])=[NH:22])=[NH:19])=[CH:14][CH:13]=1. (8) Given the product [F:1][C:2]1[CH:3]=[CH:4][C:5]([CH:8]([NH:10][C:11]2[N:16]=[C:15]([C:17]3[CH:18]=[C:19]([CH:22]=[CH:23][CH:24]=3)/[CH:20]=[C:29]3\[C:28](=[O:30])[NH:27][C:26](=[O:31])[S:25]\3)[CH:14]=[N:13][CH:12]=2)[CH3:9])=[CH:6][CH:7]=1, predict the reactants needed to synthesize it. The reactants are: [F:1][C:2]1[CH:7]=[CH:6][C:5]([CH:8]([NH:10][C:11]2[N:16]=[C:15]([C:17]3[CH:18]=[C:19]([CH:22]=[CH:23][CH:24]=3)[CH:20]=O)[CH:14]=[N:13][CH:12]=2)[CH3:9])=[CH:4][CH:3]=1.[S:25]1[CH2:29][C:28](=[O:30])[NH:27][C:26]1=[O:31].N1CCCCC1. (9) Given the product [Br:1][C:2]1[CH:3]=[C:4]2[C:10]([C:11]([O:13][CH3:19])=[O:12])=[N:9][NH:8][C:5]2=[N:6][CH:7]=1, predict the reactants needed to synthesize it. The reactants are: [Br:1][C:2]1[CH:3]=[C:4]2[C:10]([C:11]([OH:13])=[O:12])=[N:9][NH:8][C:5]2=[N:6][CH:7]=1.OS(O)(=O)=O.[CH3:19]O. (10) Given the product [CH3:26][C@H:27]([CH:31]=[CH2:32])[C:28]([NH:1][C:2]1[CH:7]=[CH:6][CH:5]=[CH:4][C:3]=1[C:8]1[CH:13]=[CH:12][N:11]=[C:10]([C@@H:14]([NH:18][C:19](=[O:25])[O:20][C:21]([CH3:24])([CH3:23])[CH3:22])[CH2:15][CH:16]=[CH2:17])[CH:9]=1)=[O:29], predict the reactants needed to synthesize it. The reactants are: [NH2:1][C:2]1[CH:7]=[CH:6][CH:5]=[CH:4][C:3]=1[C:8]1[CH:13]=[CH:12][N:11]=[C:10]([C@@H:14]([NH:18][C:19](=[O:25])[O:20][C:21]([CH3:24])([CH3:23])[CH3:22])[CH2:15][CH:16]=[CH2:17])[CH:9]=1.[CH3:26][C@H:27]([CH:31]=[CH2:32])[C:28](O)=[O:29].N1C=CC=CC=1.